This data is from Forward reaction prediction with 1.9M reactions from USPTO patents (1976-2016). The task is: Predict the product of the given reaction. Given the reactants [NH2:1][CH2:2][CH2:3][C:4]([OH:6])=[O:5].[C:7]([O:11][C:12](=[O:32])[CH2:13][O:14][C:15]1[CH:20]=[C:19]([CH:21]=O)[CH:18]=[C:17]([O:23][CH2:24][C:25]([O:27][C:28]([CH3:31])([CH3:30])[CH3:29])=[O:26])[CH:16]=1)([CH3:10])([CH3:9])[CH3:8].C([BH3-])#N.[Na+].C(O)(=O)C, predict the reaction product. The product is: [C:7]([O:11][C:12]([CH2:13][O:14][C:15]1[CH:20]=[C:19]([CH:18]=[C:17]([O:23][CH2:24][C:25]([O:27][C:28]([CH3:31])([CH3:30])[CH3:29])=[O:26])[CH:16]=1)[CH2:21][NH:1][CH2:2][CH2:3][C:4]([OH:6])=[O:5])=[O:32])([CH3:9])([CH3:10])[CH3:8].